From a dataset of CYP1A2 inhibition data for predicting drug metabolism from PubChem BioAssay. Regression/Classification. Given a drug SMILES string, predict its absorption, distribution, metabolism, or excretion properties. Task type varies by dataset: regression for continuous measurements (e.g., permeability, clearance, half-life) or binary classification for categorical outcomes (e.g., BBB penetration, CYP inhibition). Dataset: cyp1a2_veith. (1) The result is 1 (inhibitor). The drug is O=c1ccn(-c2cccc(C(F)(F)F)c2)nc1-c1ccn(-c2ccccc2F)n1. (2) The compound is Cc1ccc(C(=O)NC(=S)Nc2ccccc2C(F)(F)F)cc1C. The result is 1 (inhibitor). (3) The molecule is CCOc1cc(CC(=O)N[C@@H](CC(C)C)c2ccccc2N2CCCCC2)ccc1C(=O)O. The result is 0 (non-inhibitor). (4) The compound is COCCNC(=O)c1onc(CSc2cccc(Cl)c2)c1C(=O)O. The result is 0 (non-inhibitor). (5) The compound is COC(=O)c1ccc(NC(=S)NC2CCCCC2)cc1. The result is 1 (inhibitor). (6) The molecule is Cc1ccc(-n2ccnc2SCC(=O)N(CC(C)C)C2CCS(=O)(=O)C2)c(C)c1. The result is 0 (non-inhibitor). (7) The molecule is Cc1c(Cl)cccc1N1C(=O)C(N2C(=O)c3cccc([N+](=O)[O-])c3C2=O)C1c1cccs1. The result is 0 (non-inhibitor).